This data is from HIV replication inhibition screening data with 41,000+ compounds from the AIDS Antiviral Screen. The task is: Binary Classification. Given a drug SMILES string, predict its activity (active/inactive) in a high-throughput screening assay against a specified biological target. (1) The molecule is NNC(=O)c1nn[nH]c1C(=O)NN. The result is 0 (inactive). (2) The result is 0 (inactive). The compound is c1ccc2c(c1)SCCc1nncn1-2. (3) The drug is CCCCCCCCCCCCCCCCCCOC(COP(=O)(O)OCC1CCC(n2ccc(NC(=O)CCCCCCCCCCCCCCC)nc2=O)O1)COP(=O)(O)OCC1OC(n2cc(C)c(=O)[nH]c2=O)CC1N=[N+]=[N-]. The result is 1 (active). (4) The molecule is O=[N+]([O-])c1ccc(N=Nc2ccc3c(c2)-c2ccccc2C3=P(c2ccccc2)(c2ccccc2)c2ccccc2)cc1. The result is 0 (inactive). (5) The result is 0 (inactive). The compound is O=C(OC1CCCC1)C1(O)CCCCC1. (6) The result is 0 (inactive). The drug is N#CC1C(=O)SC2c3ccccc3C(=O)c3ccccc3C12. (7) The molecule is Cl[Pt-2]1(Cl)NC2CCCC2N1. The result is 0 (inactive).